Dataset: Forward reaction prediction with 1.9M reactions from USPTO patents (1976-2016). Task: Predict the product of the given reaction. (1) Given the reactants [Cl:1][C:2]1[C:10]([F:11])=[CH:9][CH:8]=[CH:7][C:3]=1[C:4]([OH:6])=O.[CH:12]1([CH2:15][CH:16]([C:19]2[CH:20]=[N:21][C:22]([CH:25]([F:27])[F:26])=[CH:23][CH:24]=2)[CH2:17][NH2:18])[CH2:14][CH2:13]1, predict the reaction product. The product is: [Cl:1][C:2]1[C:10]([F:11])=[CH:9][CH:8]=[CH:7][C:3]=1[C:4]([NH:18][CH2:17][CH:16]([C:19]1[CH:20]=[N:21][C:22]([CH:25]([F:27])[F:26])=[CH:23][CH:24]=1)[CH2:15][CH:12]1[CH2:13][CH2:14]1)=[O:6]. (2) Given the reactants [CH3:1][C:2]([CH3:20])([CH3:19])[C:3]([NH:5][NH:6][C:7]([C:9]1[CH:14]=[CH:13][N:12]2[C:15]([I:18])=[CH:16][N:17]=[C:11]2[CH:10]=1)=[O:8])=O.N1C=CC=CC=1.S(Cl)(C1C=CC(C)=CC=1)(=O)=O, predict the reaction product. The product is: [C:2]([C:3]1[O:8][C:7]([C:9]2[CH:14]=[CH:13][N:12]3[C:15]([I:18])=[CH:16][N:17]=[C:11]3[CH:10]=2)=[N:6][N:5]=1)([CH3:20])([CH3:19])[CH3:1]. (3) The product is: [Br:34][CH2:35][C:36]([N:11]1[CH2:12][CH:13]([CH:14]([O:16][C:17]2[CH:18]=[CH:19][C:20]([C:23]([F:25])([F:26])[F:24])=[CH:21][CH:22]=2)[CH3:15])[CH:9]([C:4]2[CH:5]=[CH:6][C:7]([Cl:8])=[C:2]([Cl:1])[CH:3]=2)[CH2:10]1)=[O:37]. Given the reactants [Cl:1][C:2]1[CH:3]=[C:4]([CH:9]2[CH:13]([CH:14]([O:16][C:17]3[CH:22]=[CH:21][C:20]([C:23]([F:26])([F:25])[F:24])=[CH:19][CH:18]=3)[CH3:15])[CH2:12][NH:11][CH2:10]2)[CH:5]=[CH:6][C:7]=1[Cl:8].CCN(CC)CC.[Br:34][CH2:35][C:36](Cl)=[O:37], predict the reaction product. (4) Given the reactants [OH-].[Li+].C[O:4][C:5](=[O:40])[C@H:6]([CH2:14][C:15]1[CH:20]=[C:19]([Cl:21])[C:18]([O:22][CH2:23][C:24]2[C:32]3[O:31][C:30]([C:33]4[CH:38]=[CH:37][CH:36]=[CH:35][CH:34]=4)=[N:29][C:28]=3[CH:27]=[CH:26][CH:25]=2)=[C:17]([Cl:39])[CH:16]=1)[NH:7]C(=O)C(F)(F)F.Cl, predict the reaction product. The product is: [Cl:21][C:19]1[CH:20]=[C:15]([CH:16]=[C:17]([Cl:39])[C:18]=1[O:22][CH2:23][C:24]1[C:32]2[O:31][C:30]([C:33]3[CH:34]=[CH:35][CH:36]=[CH:37][CH:38]=3)=[N:29][C:28]=2[CH:27]=[CH:26][CH:25]=1)[CH2:14][C@@H:6]([C:5]([OH:40])=[O:4])[NH2:7]. (5) Given the reactants [CH2:1]([O:3][C:4](=[O:22])[CH2:5][NH:6][CH2:7][CH2:8][NH:9][S:10]([C:13]1[S:14][C:15]2[CH:21]=[CH:20][CH:19]=[CH:18][C:16]=2[N:17]=1)(=[O:12])=[O:11])[CH3:2].[CH3:23][O:24][C:25]1[CH:26]=[C:27]([CH:44]=[CH:45][C:46]=1[O:47][CH3:48])[CH2:28][O:29][C:30]([NH:32][C:33]1[CH:38]=[CH:37][N:36]([CH2:39][C:40](O)=[O:41])[C:35](=[O:43])[N:34]=1)=[O:31], predict the reaction product. The product is: [CH2:1]([O:3][C:4](=[O:22])[CH2:5][N:6]([CH2:7][CH2:8][NH:9][S:10]([C:13]1[S:14][C:15]2[CH:21]=[CH:20][CH:19]=[CH:18][C:16]=2[N:17]=1)(=[O:12])=[O:11])[C:40](=[O:41])[CH2:39][N:36]1[CH:37]=[CH:38][C:33]([NH:32][C:30]([O:29][CH2:28][C:27]2[CH:44]=[CH:45][C:46]([O:47][CH3:48])=[C:25]([O:24][CH3:23])[CH:26]=2)=[O:31])=[N:34][C:35]1=[O:43])[CH3:2].